Task: Predict the reaction yield, written as a fraction of the theoretical maximum amount of product (1.0 means a 100% yield; for example, 0.34 means a 34% yield).. Dataset: Reaction yield outcomes from USPTO patents with 853,638 reactions (1) The reactants are O[CH:2]([CH:6]1[CH2:15][CH2:14][C:13]2[C:8](=[CH:9][CH:10]=[C:11]([O:16]C)[CH:12]=2)[C:7]1=O)[C:3](O)=[O:4].[CH3:19][NH:20][NH2:21].B(Br)(Br)Br. The catalyst is CC(O)C. The product is [OH:16][C:11]1[CH:10]=[CH:9][C:8]2[C:7]3[C:6](=[CH:2][C:3](=[O:4])[N:20]([CH3:19])[N:21]=3)[CH2:15][CH2:14][C:13]=2[CH:12]=1. The yield is 0.270. (2) The reactants are C(OC([N:8]1[C@@H:12]([CH2:13][CH2:14][O:15][C:16]2[CH:21]=[CH:20][C:19]([Cl:22])=[CH:18][CH:17]=2)[CH2:11][O:10]C1(C)C)=O)(C)(C)C.Cl. The catalyst is C(O)C. The product is [NH2:8][C@@H:12]([CH2:13][CH2:14][O:15][C:16]1[CH:17]=[CH:18][C:19]([Cl:22])=[CH:20][CH:21]=1)[CH2:11][OH:10]. The yield is 0.580. (3) The reactants are [CH3:1][C:2]1[C:3]([C:8]([O:10][CH3:11])=[O:9])=[CH:4][S:5][C:6]=1[CH3:7].[Br:12]N1C(=O)CCC1=O. The catalyst is CN(C=O)C. The product is [Br:12][C:4]1[S:5][C:6]([CH3:7])=[C:2]([CH3:1])[C:3]=1[C:8]([O:10][CH3:11])=[O:9]. The yield is 0.940. (4) The reactants are [CH3:1][CH2:2]/[C:3](/[C:7]1[C:12]2[N:13]([CH3:17])[C:14](=[O:16])[NH:15][C:11]=2[CH:10]=[CH:9][N:8]=1)=[CH:4]\[CH2:5][CH3:6]. The catalyst is C(O)C.[Pd]. The product is [CH3:1][CH2:2][CH:3]([C:7]1[C:12]2[N:13]([CH3:17])[C:14](=[O:16])[NH:15][C:11]=2[CH:10]=[CH:9][N:8]=1)[CH2:4][CH2:5][CH3:6]. The yield is 0.910. (5) The reactants are [NH2:1][C:2]1[CH:7]=[CH:6][C:5]([CH:8]2[N:12]([C:13]3[CH:18]=[CH:17][C:16]([C:19]([CH3:22])([CH3:21])[CH3:20])=[CH:15][CH:14]=3)[CH:11]([C:23]3[CH:28]=[CH:27][C:26]([C:29]4[N:30]=[C:31]([C@@H:34]5[CH2:38][CH2:37][CH2:36][N:35]5[C:39]([O:41][C:42]([CH3:45])([CH3:44])[CH3:43])=[O:40])[NH:32][CH:33]=4)=[CH:25][CH:24]=3)[CH2:10][CH2:9]2)=[CH:4][CH:3]=1.[C:46]([O:50][C:51]([N:53]1[CH2:57][CH2:56][CH2:55][C@H:54]1[C:58](O)=[O:59])=[O:52])([CH3:49])([CH3:48])[CH3:47].CN(C(ON1N=NC2C=CC=NC1=2)=[N+](C)C)C.F[P-](F)(F)(F)(F)F.CCN(C(C)C)C(C)C. The catalyst is CS(C)=O. The product is [C:42]([O:41][C:39]([N:35]1[CH2:36][CH2:37][CH2:38][C@H:34]1[C:31]1[NH:32][CH:33]=[C:29]([C:26]2[CH:27]=[CH:28][C:23]([CH:11]3[N:12]([C:13]4[CH:18]=[CH:17][C:16]([C:19]([CH3:21])([CH3:22])[CH3:20])=[CH:15][CH:14]=4)[CH:8]([C:5]4[CH:4]=[CH:3][C:2]([NH:1][C:58]([C@H:54]5[CH2:55][CH2:56][CH2:57][N:53]5[C:51]([O:50][C:46]([CH3:49])([CH3:48])[CH3:47])=[O:52])=[O:59])=[CH:7][CH:6]=4)[CH2:9][CH2:10]3)=[CH:24][CH:25]=2)[N:30]=1)=[O:40])([CH3:45])([CH3:44])[CH3:43]. The yield is 0.590.